From a dataset of Forward reaction prediction with 1.9M reactions from USPTO patents (1976-2016). Predict the product of the given reaction. (1) The product is: [NH2:16][C@@H:17]([CH3:46])[CH2:18][N:19]([C:20]1[N:21]([CH2:42][C:43]#[C:44][CH3:45])[C:22]2[C:27](=[O:28])[N:26]([CH2:29][C:30]3[N:39]=[C:38]([CH3:40])[C:37]4[C:32](=[CH:33][CH:34]=[CH:35][CH:36]=4)[N:31]=3)[N:25]=[CH:24][C:23]=2[N:41]=1)[CH3:47]. Given the reactants I[Si](C)(C)C.C(OC([NH:16][C@@H:17]([CH3:46])[CH2:18][NH:19][C:20]1[N:21]([CH2:42][C:43]#[C:44][CH3:45])[C:22]2[C:27](=[O:28])[N:26]([CH2:29][C:30]3[N:39]=[C:38]([CH3:40])[C:37]4[C:32](=[CH:33][CH:34]=[CH:35][CH:36]=4)[N:31]=3)[N:25]=[CH:24][C:23]=2[N:41]=1)=O)C1C=CC=CC=1.[CH3:47]O, predict the reaction product. (2) Given the reactants [CH3:1][C:2]1[C:6]2[C:7](=[O:18])[N:8]([CH2:11][CH2:12][N:13]3[CH2:17][CH2:16][CH2:15][CH2:14]3)[CH2:9][CH2:10][C:5]=2[NH:4][C:3]=1[CH:19]=O.[F:21][C:22]1[CH:23]=[C:24]2[C:28](=[CH:29][C:30]=1[NH:31][C:32](=[O:36])[CH2:33][O:34][CH3:35])[NH:27][C:26](=[O:37])[CH2:25]2, predict the reaction product. The product is: [F:21][C:22]1[CH:23]=[C:24]2[C:28](=[CH:29][C:30]=1[NH:31][C:32](=[O:36])[CH2:33][O:34][CH3:35])[NH:27][C:26](=[O:37])[C:25]2=[CH:19][C:3]1[NH:4][C:5]2[CH2:10][CH2:9][N:8]([CH2:11][CH2:12][N:13]3[CH2:14][CH2:15][CH2:16][CH2:17]3)[C:7](=[O:18])[C:6]=2[C:2]=1[CH3:1]. (3) Given the reactants [N:1]1([CH2:7][CH2:8][CH2:9][C:10]2[CH:11]=[C:12]3[C:16](=[CH:17][CH:18]=2)[C:15](=[C:19]2[C:27]4[C:22](=[CH:23][CH:24]=[CH:25][CH:26]=4)[NH:21][C:20]2=[O:28])[O:14][CH2:13]3)[CH2:6][CH2:5][O:4][CH2:3][CH2:2]1.[CH2:29]=O.[NH:31]1[CH2:36][CH2:35][O:34][CH2:33][CH2:32]1, predict the reaction product. The product is: [N:31]1([CH2:29][N:21]2[C:22]3[C:27](=[CH:26][CH:25]=[CH:24][CH:23]=3)[C:19](=[C:15]3[C:16]4[C:12](=[CH:11][C:10]([CH2:9][CH2:8][CH2:7][N:1]5[CH2:6][CH2:5][O:4][CH2:3][CH2:2]5)=[CH:18][CH:17]=4)[CH2:13][O:14]3)[C:20]2=[O:28])[CH2:36][CH2:35][O:34][CH2:33][CH2:32]1. (4) Given the reactants [Cl:1][C:2]1[CH:3]=[CH:4][C:5]2[N:6]([CH:8]=[C:9]([CH:11]3[CH2:13][CH2:12]3)[N:10]=2)[N:7]=1.FC(F)(F)[C:16](O)=[O:17], predict the reaction product. The product is: [Cl:1][C:2]1[CH:3]=[CH:4][C:5]2[N:6]([C:8]([CH:16]=[O:17])=[C:9]([CH:11]3[CH2:13][CH2:12]3)[N:10]=2)[N:7]=1. (5) Given the reactants Br[C:2]1[CH:3]=[N:4][CH:5]=[CH:6][C:7]=1[CH3:8].N[C:10]1N=CC(C2N=NN(C3C=C(C=CC=3C)C(NC3C=C(C(C)(C)C)C=C(NS(C)(=O)=O)C=3OC)=O)C=2)=C[CH:11]=1, predict the reaction product. The product is: [C:10]([C:2]1[CH:3]=[N:4][CH:5]=[CH:6][C:7]=1[CH3:8])#[CH:11]. (6) Given the reactants [F:1][C:2]1[CH:10]=[C:9]2[C:5]([CH2:6][CH2:7][N:8]2[CH:11]2[CH2:16][CH2:15][N:14]([C:17]3[N:22]=[N:21][C:20]([C:23]4[CH:24]=[N:25][N:26]([CH2:28][C:29](OCC)=[O:30])[CH:27]=4)=[CH:19][CH:18]=3)[CH2:13][CH2:12]2)=[CH:4][CH:3]=1.[BH4-].[Na+].C(Cl)Cl.O, predict the reaction product. The product is: [F:1][C:2]1[CH:10]=[C:9]2[C:5]([CH2:6][CH2:7][N:8]2[CH:11]2[CH2:12][CH2:13][N:14]([C:17]3[N:22]=[N:21][C:20]([C:23]4[CH:24]=[N:25][N:26]([CH2:28][CH2:29][OH:30])[CH:27]=4)=[CH:19][CH:18]=3)[CH2:15][CH2:16]2)=[CH:4][CH:3]=1. (7) Given the reactants [NH:1]1[CH2:6][CH2:5][CH:4]([C:7]([N:9]2[CH2:14][CH2:13][N:12]([C:15]([O:17][CH2:18][C:19]3[CH:24]=[CH:23][CH:22]=[CH:21][CH:20]=3)=[O:16])[CH2:11][CH2:10]2)=[O:8])[CH2:3][CH2:2]1.[Cl:25][C:26]1[CH:27]=[N:28][CH:29]=[C:30]([Cl:33])[C:31]=1Cl.C(N(CC)CC)C, predict the reaction product. The product is: [CH2:18]([O:17][C:15]([N:12]1[CH2:11][CH2:10][N:9]([C:7]([CH:4]2[CH2:5][CH2:6][N:1]([C:31]3[C:30]([Cl:33])=[CH:29][N:28]=[CH:27][C:26]=3[Cl:25])[CH2:2][CH2:3]2)=[O:8])[CH2:14][CH2:13]1)=[O:16])[C:19]1[CH:20]=[CH:21][CH:22]=[CH:23][CH:24]=1. (8) Given the reactants [CH3:1][C:2]1([CH3:26])[CH2:7][CH2:6][CH:5]([C:8]2[S:25][C:11]3[N:12]=[C:13]([CH3:24])[N:14]=[C:15]([CH2:16][NH:17][CH:18]4[CH2:23][CH2:22][O:21][CH2:20][CH2:19]4)[C:10]=3[CH:9]=2)[CH2:4][CH2:3]1.N1C=CC=CC=1.C(Cl)Cl.[C:36](OC(=O)C)(=[O:38])[CH3:37], predict the reaction product. The product is: [CH3:1][C:2]1([CH3:26])[CH2:7][CH2:6][CH:5]([C:8]2[S:25][C:11]3[N:12]=[C:13]([CH3:24])[N:14]=[C:15]([CH2:16][N:17]([CH:18]4[CH2:23][CH2:22][O:21][CH2:20][CH2:19]4)[C:36](=[O:38])[CH3:37])[C:10]=3[CH:9]=2)[CH2:4][CH2:3]1. (9) Given the reactants [C:1]([N:5]1[C:9]([C:10]2[CH:15]=[CH:14][C:13]([F:16])=[CH:12][CH:11]=2)=[CH:8][C:7]([C:17](OCC)=[O:18])=[N:6]1)([CH3:4])([CH3:3])[CH3:2].CC(OI1(OC(C)=O)(OC(C)=O)OC(=O)C2C=CC=CC1=2)=O, predict the reaction product. The product is: [C:1]([N:5]1[C:9]([C:10]2[CH:11]=[CH:12][C:13]([F:16])=[CH:14][CH:15]=2)=[CH:8][C:7]([CH:17]=[O:18])=[N:6]1)([CH3:4])([CH3:3])[CH3:2]. (10) Given the reactants [F:1][C:2]1[CH:3]=[C:4]([CH2:9][CH:10]([NH:14][C:15](=[O:21])[O:16][C:17]([CH3:20])([CH3:19])[CH3:18])[CH:11]2[CH2:13][O:12]2)[CH:5]=[C:6]([F:8])[CH:7]=1.[N:22]1([C:27]2[CH:28]=[C:29]([C:33]3([NH2:38])[CH2:35][CH:34]3[CH2:36][CH3:37])[CH:30]=[CH:31][CH:32]=2)[CH:26]=[CH:25][CH:24]=[N:23]1.C(N(CC)C(C)C)(C)C.C(NC(=O)[O-])C, predict the reaction product. The product is: [N:22]1([C:27]2[CH:28]=[C:29]([C:33]3([NH:38][CH2:13][CH:11]([OH:12])[CH:10]([NH:14][C:15](=[O:21])[O:16][C:17]([CH3:20])([CH3:19])[CH3:18])[CH2:9][C:4]4[CH:3]=[C:2]([F:1])[CH:7]=[C:6]([F:8])[CH:5]=4)[CH2:35][CH:34]3[CH2:36][CH3:37])[CH:30]=[CH:31][CH:32]=2)[CH:26]=[CH:25][CH:24]=[N:23]1.